Dataset: Forward reaction prediction with 1.9M reactions from USPTO patents (1976-2016). Task: Predict the product of the given reaction. (1) Given the reactants [CH3:1][C:2]([O:5][C:6]([N:8]1[CH2:12][C@@H:11]([C:13]([OH:15])=O)[CH2:10][CH2:9]1)=[O:7])([CH3:4])[CH3:3].[F:16][C:17]1[CH:18]=[C:19]([CH:21]=[C:22]([F:25])[C:23]=1[F:24])[NH2:20].CN(C(ON1N=NC2C=CC=NC1=2)=[N+](C)C)C.F[P-](F)(F)(F)(F)F.C(N(CC)C(C)C)(C)C, predict the reaction product. The product is: [F:16][C:17]1[CH:18]=[C:19]([NH:20][C:13]([C@H:11]2[CH2:10][CH2:9][N:8]([C:6]([O:5][C:2]([CH3:1])([CH3:3])[CH3:4])=[O:7])[CH2:12]2)=[O:15])[CH:21]=[C:22]([F:25])[C:23]=1[F:24]. (2) Given the reactants O=[C:2]1[O:7][C:6]([C:8]2[CH:13]=[CH:12][CH:11]=[CH:10][C:9]=2[O:14]C(=O)C)=[N:5][C:4]2[CH:18]=[CH:19][CH:20]=[CH:21][C:3]1=2.[Cl:22][C:23]1[CH:28]=[C:27]([Cl:29])[CH:26]=[CH:25][C:24]=1[CH2:30][CH2:31][NH2:32], predict the reaction product. The product is: [Cl:22][C:23]1[CH:28]=[C:27]([Cl:29])[CH:26]=[CH:25][C:24]=1[CH2:30][CH2:31][N:32]1[C:2](=[O:7])[C:3]2[C:4](=[CH:18][CH:19]=[CH:20][CH:21]=2)[N:5]=[C:6]1[C:8]1[CH:13]=[CH:12][CH:11]=[CH:10][C:9]=1[OH:14]. (3) Given the reactants [NH2:1][C:2]1[O:15][C:14]2[C:13]3[C:8](=[CH:9][CH:10]=[C:11]([NH2:16])[N:12]=3)[CH:7]=[CH:6][C:5]=2[CH:4]([C:17]2[CH:22]=[C:21]([O:23][CH3:24])[C:20]([O:25][CH3:26])=[C:19]([Br:27])[CH:18]=2)[C:3]=1[C:28]#[N:29].[CH2:30]([S:32]N=C=O)C.[C:36](#[N:38])C, predict the reaction product. The product is: [NH2:1][C:2]1[O:15][C:14]2[C:13]3[C:8](=[CH:9][CH:10]=[C:11]([NH:16][C:30]([NH:38][CH3:36])=[S:32])[N:12]=3)[CH:7]=[CH:6][C:5]=2[CH:4]([C:17]2[CH:22]=[C:21]([O:23][CH3:24])[C:20]([O:25][CH3:26])=[C:19]([Br:27])[CH:18]=2)[C:3]=1[C:28]#[N:29].